From a dataset of Full USPTO retrosynthesis dataset with 1.9M reactions from patents (1976-2016). Predict the reactants needed to synthesize the given product. Given the product [OH:1][C:2]1([C:20]([F:23])([F:22])[F:21])[CH2:3][CH2:4][N:5]([C:8]([O:10][CH2:11][C:12]2[CH:17]=[CH:16][CH:15]=[CH:14][CH:13]=2)=[O:9])[CH2:6][CH2:7]1, predict the reactants needed to synthesize it. The reactants are: [O:1]=[C:2]1[CH2:7][CH2:6][N:5]([C:8]([O:10][CH2:11][C:12]2[CH:17]=[CH:16][CH:15]=[CH:14][CH:13]=2)=[O:9])[CH2:4][CH2:3]1.C[Si](C)(C)[C:20]([F:23])([F:22])[F:21].CCCC[N+](CCCC)(CCCC)CCCC.[F-].